This data is from CYP1A2 inhibition data for predicting drug metabolism from PubChem BioAssay. The task is: Regression/Classification. Given a drug SMILES string, predict its absorption, distribution, metabolism, or excretion properties. Task type varies by dataset: regression for continuous measurements (e.g., permeability, clearance, half-life) or binary classification for categorical outcomes (e.g., BBB penetration, CYP inhibition). Dataset: cyp1a2_veith. The molecule is COC(=O)NC/C=C\c1nc(CCCO)co1. The result is 0 (non-inhibitor).